The task is: Predict the reaction yield, written as a fraction of the theoretical maximum amount of product (1.0 means a 100% yield; for example, 0.34 means a 34% yield).. This data is from Buchwald-Hartwig C-N cross coupling reaction yields with 55,370 reactions. (1) The reactants are COc1ccc(I)cc1.Cc1ccc(N)cc1.O=S(=O)(O[Pd]1c2ccccc2-c2ccccc2N~1)C(F)(F)F.CC(C)c1cc(C(C)C)c(-c2ccccc2P(C2CCCCC2)C2CCCCC2)c(C(C)C)c1.CCN=P(N=P(N(C)C)(N(C)C)N(C)C)(N(C)C)N(C)C.CCOC(=O)c1cc(OC)no1. No catalyst specified. The product is COc1ccc(Nc2ccc(C)cc2)cc1. The yield is 0.324. (2) The reactants are CCc1ccc(Br)cc1.Cc1ccc(N)cc1.O=S(=O)(O[Pd]1c2ccccc2-c2ccccc2N~1)C(F)(F)F.CC(C)c1cc(C(C)C)c(-c2ccccc2P(C(C)(C)C)C(C)(C)C)c(C(C)C)c1.CN1CCCN2CCCN=C12.Cc1ccno1. No catalyst specified. The product is CCc1ccc(Nc2ccc(C)cc2)cc1. The yield is 0.683. (3) The reactants are COc1ccc(Br)cc1.Cc1ccc(N)cc1.O=S(=O)(O[Pd]1c2ccccc2-c2ccccc2N~1)C(F)(F)F.CC(C)c1cc(C(C)C)c(-c2ccccc2P(C2CCCCC2)C2CCCCC2)c(C(C)C)c1.CN(C)C(=NC(C)(C)C)N(C)C.CCOC(=O)c1cc(OC)no1. No catalyst specified. The product is COc1ccc(Nc2ccc(C)cc2)cc1. The yield is 0.117. (4) The reactants are CCc1ccc(I)cc1.Cc1ccc(N)cc1.O=S(=O)(O[Pd]1c2ccccc2-c2ccccc2N~1)C(F)(F)F.CC(C)c1cc(C(C)C)c(-c2ccccc2P(C(C)(C)C)C(C)(C)C)c(C(C)C)c1.CN(C)C(=NC(C)(C)C)N(C)C.Cc1cc(-c2ccccc2)on1. The yield is 0.628. The product is CCc1ccc(Nc2ccc(C)cc2)cc1. No catalyst specified. (5) The reactants are Brc1ccccn1.Cc1ccc(N)cc1.O=S(=O)(O[Pd]1c2ccccc2-c2ccccc2N~1)C(F)(F)F.COc1ccc(OC)c(P([C@]23C[C@H]4C[C@H](C[C@H](C4)C2)C3)[C@]23C[C@H]4C[C@H](C[C@H](C4)C2)C3)c1-c1c(C(C)C)cc(C(C)C)cc1C(C)C.CN1CCCN2CCCN=C12.CCOC(=O)c1cnoc1C. No catalyst specified. The product is Cc1ccc(Nc2ccccn2)cc1. The yield is 0.491.